This data is from hERG potassium channel inhibition data for cardiac toxicity prediction from Karim et al.. The task is: Regression/Classification. Given a drug SMILES string, predict its toxicity properties. Task type varies by dataset: regression for continuous values (e.g., LD50, hERG inhibition percentage) or binary classification for toxic/non-toxic outcomes (e.g., AMES mutagenicity, cardiotoxicity, hepatotoxicity). Dataset: herg_karim. The compound is Cc1nc2cc(F)ccc2n1C1C[C@H]2CC[C@H](C1)N2CC[C@H](NC(=O)C1CCS(=O)(=O)CC1)c1ccc(F)cc1. The result is 0 (non-blocker).